This data is from Catalyst prediction with 721,799 reactions and 888 catalyst types from USPTO. The task is: Predict which catalyst facilitates the given reaction. (1) Reactant: [CH:1]1([CH2:6][C@H:7]([CH2:26][N:27]([CH:36]=[O:37])[O:28]CC2C=CC=CC=2)[C:8]([N:10]2[C@H:14]([C:15]([NH:17][C:18]3[CH:23]=[CH:22][C:21]([F:24])=[CH:20][N:19]=3)=[O:16])[CH2:13][CH2:12][N:11]2[CH3:25])=[O:9])[CH2:5][CH2:4][CH2:3][CH2:2]1. Product: [CH:1]1([CH2:6][C@H:7]([CH2:26][N:27]([CH:36]=[O:37])[OH:28])[C:8]([N:10]2[C@H:14]([C:15]([NH:17][C:18]3[CH:23]=[CH:22][C:21]([F:24])=[CH:20][N:19]=3)=[O:16])[CH2:13][CH2:12][N:11]2[CH3:25])=[O:9])[CH2:2][CH2:3][CH2:4][CH2:5]1. The catalyst class is: 105. (2) Reactant: [CH3:1][C:2]1[S:6][C:5]([CH2:7][N:8]2[CH:12]=[C:11]([C:13]([O:15]CC)=[O:14])[CH:10]=[N:9]2)=[N:4][C:3]=1[C:18]1[CH:23]=[CH:22][CH:21]=[C:20]([C:24]([F:27])([F:26])[F:25])[CH:19]=1.[OH-].[Na+].Cl. Product: [CH3:1][C:2]1[S:6][C:5]([CH2:7][N:8]2[CH:12]=[C:11]([C:13]([OH:15])=[O:14])[CH:10]=[N:9]2)=[N:4][C:3]=1[C:18]1[CH:23]=[CH:22][CH:21]=[C:20]([C:24]([F:27])([F:25])[F:26])[CH:19]=1. The catalyst class is: 823. (3) Product: [Cl:12][C:11]1[CH:10]=[CH:9][CH:8]=[CH:7][C:6]=1[C@H:5]([N:13]1[CH2:14][CH2:15][C:16]2[S:21][CH:20]=[CH:19][C:17]=2[CH2:18]1)[C:3]([O:2][CH3:1])=[O:4].[CH:22]([S:30]([O-:33])(=[O:31])=[O:32])=[CH:23][C:24]1[CH:29]=[CH:28][CH:27]=[CH:26][CH:25]=1. Reactant: [CH3:1][O:2][C:3]([C@@H:5]([N:13]1[CH2:18][C:17]2[CH:19]=[CH:20][S:21][C:16]=2[CH2:15][CH2:14]1)[C:6]1[C:11]([Cl:12])=[CH:10][CH:9]=[CH:8][CH:7]=1)=[O:4].[CH:22]([S:30]([O-:33])(=[O:32])=[O:31])=[CH:23][C:24]1[CH:29]=[CH:28][CH:27]=[CH:26][CH:25]=1. The catalyst class is: 27.